From a dataset of Full USPTO retrosynthesis dataset with 1.9M reactions from patents (1976-2016). Predict the reactants needed to synthesize the given product. Given the product [CH3:1][O:2][C:3](=[O:9])[C:4]([C:5](=[O:8])[CH2:6][CH3:7])=[CH:14][C:13]1[CH:12]=[C:11]([Cl:10])[CH:18]=[C:17]([Cl:19])[CH:16]=1, predict the reactants needed to synthesize it. The reactants are: [CH3:1][O:2][C:3](=[O:9])[CH2:4][C:5](=[O:8])[CH2:6][CH3:7].[Cl:10][C:11]1[CH:12]=[C:13]([CH:16]=[C:17]([Cl:19])[CH:18]=1)[CH:14]=O.N1CCCCC1.C(O)(=O)C.